From a dataset of Forward reaction prediction with 1.9M reactions from USPTO patents (1976-2016). Predict the product of the given reaction. (1) Given the reactants Cl[CH2:2][CH2:3][O:4][CH2:5][CH2:6][OH:7].[NH:8]1[CH2:13][CH2:12][O:11][CH2:10][CH2:9]1.C(=O)([O-])[O-].[K+].[K+], predict the reaction product. The product is: [O:11]1[CH2:12][CH2:13][N:8]([CH2:2][CH2:3][O:4][CH2:5][CH2:6][OH:7])[CH2:9][CH2:10]1. (2) Given the reactants C(OC([NH:8][C:9]([CH3:19])([C:11]([O:13][CH:14]1[CH2:18][CH2:17][CH2:16][CH2:15]1)=[O:12])[CH3:10])=O)(C)(C)C.[ClH:20], predict the reaction product. The product is: [ClH:20].[CH3:19][C:9]([C:11]([O:13][CH:14]1[CH2:15][CH2:16][CH2:17][CH2:18]1)=[O:12])([CH3:10])[NH2:8].